Dataset: Full USPTO retrosynthesis dataset with 1.9M reactions from patents (1976-2016). Task: Predict the reactants needed to synthesize the given product. Given the product [NH2:1][C:4]1[CH:5]=[CH:6][C:7]([NH:10][C:11]2[C:12]3[CH2:20][CH2:19][N:18]([C:21]4[CH:28]=[CH:27][C:24]([C:25]#[N:26])=[C:23]([C:29]([F:32])([F:31])[F:30])[CH:22]=4)[CH2:17][C:13]=3[N:14]=[CH:15][N:16]=2)=[N:8][CH:9]=1, predict the reactants needed to synthesize it. The reactants are: [N+:1]([C:4]1[CH:5]=[CH:6][C:7]([NH:10][C:11]2[C:12]3[CH2:20][CH2:19][N:18]([C:21]4[CH:28]=[CH:27][C:24]([C:25]#[N:26])=[C:23]([C:29]([F:32])([F:31])[F:30])[CH:22]=4)[CH2:17][C:13]=3[N:14]=[CH:15][N:16]=2)=[N:8][CH:9]=1)([O-])=O.